Dataset: NCI-60 drug combinations with 297,098 pairs across 59 cell lines. Task: Regression. Given two drug SMILES strings and cell line genomic features, predict the synergy score measuring deviation from expected non-interaction effect. Drug 1: CN(C(=O)NC(C=O)C(C(C(CO)O)O)O)N=O. Drug 2: C1C(C(OC1N2C=NC3=C2NC=NCC3O)CO)O. Cell line: TK-10. Synergy scores: CSS=49.0, Synergy_ZIP=1.08, Synergy_Bliss=0.311, Synergy_Loewe=0.649, Synergy_HSA=1.39.